Dataset: Forward reaction prediction with 1.9M reactions from USPTO patents (1976-2016). Task: Predict the product of the given reaction. (1) Given the reactants [Cl:1][C:2]1[CH:7]=[C:6]([N+:8]([O-])=O)[CH:5]=[C:4]([Cl:11])[C:3]=1[CH3:12].[Cl-].[NH4+].CO, predict the reaction product. The product is: [Cl:1][C:2]1[CH:7]=[C:6]([CH:5]=[C:4]([Cl:11])[C:3]=1[CH3:12])[NH2:8]. (2) Given the reactants [O:1]=[C:2]1[CH:11]=[C:10]([C:12]([O:14][CH3:15])=[O:13])[C:9]2[C:4](=[CH:5][CH:6]=[CH:7][CH:8]=2)[N:3]1[CH2:16][CH:17]=O.[O:19]1[C:24]2[CH:25]=[CH:26][C:27]([CH2:29][N:30]([CH:38]3[CH2:43][CH2:42][NH:41][CH2:40][CH2:39]3)[C:31](=[O:37])[O:32][C:33]([CH3:36])([CH3:35])[CH3:34])=[CH:28][C:23]=2[O:22][CH2:21][CH2:20]1.C(O[BH-](OC(=O)C)OC(=O)C)(=O)C.[Na+].C(=O)([O-])O.[Na+], predict the reaction product. The product is: [C:33]([O:32][C:31]([N:30]([CH2:29][C:27]1[CH:26]=[CH:25][C:24]2[O:19][CH2:20][CH2:21][O:22][C:23]=2[CH:28]=1)[CH:38]1[CH2:43][CH2:42][N:41]([CH2:17][CH2:16][N:3]2[C:4]3[C:9](=[CH:8][CH:7]=[CH:6][CH:5]=3)[C:10]([C:12]([O:14][CH3:15])=[O:13])=[CH:11][C:2]2=[O:1])[CH2:40][CH2:39]1)=[O:37])([CH3:36])([CH3:34])[CH3:35]. (3) Given the reactants Cl[C:2]1[N:3]=[C:4]([N:16]2[CH2:21][CH2:20][O:19][CH2:18][CH2:17]2)[C:5]2[S:10][CH:9]=[C:8]([C:11]3[S:15][CH:14]=[N:13][CH:12]=3)[C:6]=2[N:7]=1.CC1(C)C(C)(C)OB([C:30]2[CH:31]=[C:32]3[CH:38]=[CH:37][NH:36][C:33]3=[N:34][CH:35]=2)O1, predict the reaction product. The product is: [O:19]1[CH2:20][CH2:21][N:16]([C:4]2[C:5]3[S:10][CH:9]=[C:8]([C:11]4[S:15][CH:14]=[N:13][CH:12]=4)[C:6]=3[N:7]=[C:2]([C:30]3[CH:31]=[C:32]4[CH:38]=[CH:37][NH:36][C:33]4=[N:34][CH:35]=3)[N:3]=2)[CH2:17][CH2:18]1. (4) The product is: [Cl:21][C:15]1[CH:16]=[CH:17][CH:18]=[C:19]([Cl:20])[C:14]=1[N:13]=[C:11]1[NH:10][CH:5]2[CH2:6][CH2:7][CH2:8][CH2:9][CH:4]2[NH:3]1. Given the reactants [OH-].[Na+].[NH2:3][CH:4]1[CH2:9][CH2:8][CH2:7][CH2:6][CH:5]1[NH:10][C:11]([NH:13][C:14]1[C:19]([Cl:20])=[CH:18][CH:17]=[CH:16][C:15]=1[Cl:21])=S.C1(C)C=CC(S(Cl)(=O)=O)=CC=1, predict the reaction product. (5) Given the reactants [CH3:1][C:2]1[N:3]=[C:4]([NH:20][C:21](N2C=CN=C2)=[O:22])[S:5][C:6]=1[C:7]1[N:8]=[C:9]([C:12]([N:14]2[CH2:19][CH2:18][O:17][CH2:16][CH2:15]2)=[O:13])[S:10][CH:11]=1.C(O)(=O)C.[CH3:32][N:33]([CH3:38])[C:34](=[O:37])[CH2:35][NH2:36].C(N(CC)CC)C, predict the reaction product. The product is: [CH3:32][N:33]([CH3:38])[C:34](=[O:37])[CH2:35][NH:36][C:21]([NH:20][C:4]1[S:5][C:6]([C:7]2[N:8]=[C:9]([C:12]([N:14]3[CH2:15][CH2:16][O:17][CH2:18][CH2:19]3)=[O:13])[S:10][CH:11]=2)=[C:2]([CH3:1])[N:3]=1)=[O:22].